From a dataset of Catalyst prediction with 721,799 reactions and 888 catalyst types from USPTO. Predict which catalyst facilitates the given reaction. (1) Reactant: [OH:1][C:2]([CH3:12])([CH3:11])[C:3]([C:5]1[CH:10]=[CH:9][CH:8]=[CH:7][CH:6]=1)=[O:4].C(N(CC)CC)C.[Cl:20][CH2:21][CH2:22][C:23](Cl)=[O:24]. Product: [CH3:11][C:2]([O:1][C:23](=[O:24])[CH2:22][CH2:21][Cl:20])([CH3:12])[C:3](=[O:4])[C:5]1[CH:10]=[CH:9][CH:8]=[CH:7][CH:6]=1. The catalyst class is: 7. (2) Reactant: Br[C:2]1[C:14]2[CH:13]=[CH:12][CH:11]=[CH:10][C:9]=2[C:8]2[C:7]3[C:15]4[C:20]([C:21](Br)=[CH:22][C:6]=3[O:5][C:4]=2[CH:3]=1)=[CH:19][CH:18]=[CH:17][CH:16]=4.C1(P(C2CCCCC2)[C:31]2[CH:36]=[CH:35][CH:34]=[CH:33][C:32]=2[C:31]2[C:36](OC)=[CH:35][CH:34]=[CH:33][C:32]=2OC)CCCCC1.P([O-])([O-])([O-])=O.[K+].[K+].[K+].[C:61]1(B(O)O)[CH:66]=[CH:65][CH:64]=[CH:63][CH:62]=1. Product: [C:61]1([C:21]2[C:16]3[CH:17]=[CH:18][CH:19]=[CH:20][C:15]=3[C:7]3[C:8]4[C:9]5[C:14]([C:2]([C:31]6[CH:32]=[CH:33][CH:34]=[CH:35][CH:36]=6)=[CH:3][C:4]=4[O:5][C:6]=3[CH:22]=2)=[CH:13][CH:12]=[CH:11][CH:10]=5)[CH:66]=[CH:65][CH:64]=[CH:63][CH:62]=1. The catalyst class is: 11. (3) Reactant: [OH:1][C:2]1[N:7]2[NH:8][C:9]([CH3:11])=[CH:10][CH:6]2[N:5]=[C:4]([CH3:12])[C:3]=1[C:13]([O:15]CC)=[O:14].[C:18](=O)([O-])[O-].[K+].[K+].CI.O. Product: [CH3:18][O:1][C:2]1[N:7]2[N:8]=[C:9]([CH3:11])[CH:10]=[C:6]2[N:5]=[C:4]([CH3:12])[C:3]=1[C:13]([OH:15])=[O:14]. The catalyst class is: 21.